This data is from Catalyst prediction with 721,799 reactions and 888 catalyst types from USPTO. The task is: Predict which catalyst facilitates the given reaction. Reactant: S(Cl)(Cl)=O.[CH2:5]([N:12]1[C:19]2[CH:18]3[CH2:20][CH:17]3[CH2:16][C:15]=2[C:14]([C:21]([NH2:23])=O)=[N:13]1)[C:6]1[CH:11]=[CH:10][CH:9]=[CH:8][CH:7]=1.C([O-])(O)=O.[Na+].O. Product: [CH2:5]([N:12]1[C:19]2[CH:18]3[CH2:20][CH:17]3[CH2:16][C:15]=2[C:14]([C:21]#[N:23])=[N:13]1)[C:6]1[CH:7]=[CH:8][CH:9]=[CH:10][CH:11]=1. The catalyst class is: 3.